This data is from Catalyst prediction with 721,799 reactions and 888 catalyst types from USPTO. The task is: Predict which catalyst facilitates the given reaction. (1) Product: [CH:1]([C:4]1[C:8]([CH2:9][CH2:10][CH2:11][OH:12])=[CH:7][N:6]([C:16]2[CH:21]=[CH:20][C:19]([C:22]([F:23])([F:25])[F:24])=[CH:18][N:17]=2)[N:5]=1)([CH3:3])[CH3:2]. The catalyst class is: 188. Reactant: [CH:1]([C:4]1[C:8]([CH2:9][CH2:10][C:11](OCC)=[O:12])=[CH:7][N:6]([C:16]2[CH:21]=[CH:20][C:19]([C:22]([F:25])([F:24])[F:23])=[CH:18][N:17]=2)[N:5]=1)([CH3:3])[CH3:2].[H-].C([Al+]CC(C)C)C(C)C.Cl. (2) The catalyst class is: 9. Product: [O:2]1[C:54]2[CH:55]=[CH:56][CH:57]=[CH:58][C:53]=2[N:52]=[C:1]1[CH2:4][CH2:5][CH2:6][O:7][C:8]1[CH:9]=[CH:10][C:11]([S:14]([C:17]2([C:23]([NH:43][OH:42])=[O:25])[CH2:18][CH2:19][O:20][CH2:21][CH2:22]2)(=[O:15])=[O:16])=[CH:12][CH:13]=1. Reactant: [C:1]([CH2:4][CH2:5][CH2:6][O:7][C:8]1[CH:13]=[CH:12][C:11]([S:14]([C:17]2([C:23]([O:25]C(C)(C)C)=O)[CH2:22][CH2:21][O:20][CH2:19][CH2:18]2)(=[O:16])=[O:15])=[CH:10][CH:9]=1)(O)=[O:2].Cl.CN(C)CCCN=C=NCC.[OH:42][N:43]1C2C=CC=CC=2N=N1.[NH2:52][C:53]1[CH:58]=[CH:57][CH:56]=[CH:55][C:54]=1O.CN1CCOCC1. (3) Reactant: ClC1C=CC=C(C(OO)=[O:9])C=1.[CH3:12][C:13]1[CH:14]=[CH:15][CH:16]=[C:17]2[C:22]=1[N:21]=[CH:20][CH:19]=[CH:18]2. Product: [CH3:12][C:13]1[CH:14]=[CH:15][CH:16]=[C:17]2[C:22]=1[N+:21]([O-:9])=[CH:20][CH:19]=[CH:18]2. The catalyst class is: 4. (4) Reactant: [OH:1][C:2]1[C:11]2[C:6](=[CH:7][CH:8]=[CH:9][CH:10]=2)[C:5]([NH:17][OH:18])([CH2:12][CH2:13][CH:14]([CH3:16])[CH3:15])[C:4](=[O:19])[C:3]=1[C:20]1[NH:25][C:24]2[CH:26]=[CH:27][C:28]([N:30]([CH2:35][C:36]([O:38]CC)=[O:37])[S:31]([CH3:34])(=[O:33])=[O:32])=[CH:29][C:23]=2[S:22](=[O:42])(=[O:41])[N:21]=1. Product: [OH:1][C:2]1[C:11]2[C:6](=[CH:7][CH:8]=[CH:9][CH:10]=2)[C:5]([NH:17][OH:18])([CH2:12][CH2:13][CH:14]([CH3:16])[CH3:15])[C:4](=[O:19])[C:3]=1[C:20]1[NH:25][C:24]2[CH:26]=[CH:27][C:28]([N:30]([CH2:35][C:36]([OH:38])=[O:37])[S:31]([CH3:34])(=[O:33])=[O:32])=[CH:29][C:23]=2[S:22](=[O:41])(=[O:42])[N:21]=1. The catalyst class is: 632. (5) Reactant: [NH:1]1[CH2:11][CH2:10][CH2:9][CH:3]([C:4]([O:6][CH2:7][CH3:8])=[O:5])[CH2:2]1.[F:12][C:13]1[CH:21]=[CH:20][C:16]([C:17](Cl)=[O:18])=[CH:15][CH:14]=1.C(N(CC)CC)C. Product: [CH2:7]([O:6][C:4]([CH:3]1[CH2:9][CH2:10][CH2:11][N:1]([C:17](=[O:18])[C:16]2[CH:20]=[CH:21][C:13]([F:12])=[CH:14][CH:15]=2)[CH2:2]1)=[O:5])[CH3:8]. The catalyst class is: 2. (6) Reactant: C(OC(=O)[NH:10][C@H:11]([CH2:23][C:24]([NH:26][CH2:27][C@@H:28]([NH:40][C:41]([O:43][C:44]([CH3:47])([CH3:46])[CH3:45])=[O:42])[CH2:29][CH2:30][CH2:31][NH:32][C:33]([O:35][C:36]([CH3:39])([CH3:38])[CH3:37])=[O:34])=[O:25])[CH2:12][CH2:13][CH2:14][NH:15][C:16]([O:18][C:19]([CH3:22])([CH3:21])[CH3:20])=[O:17])C1C=CC=CC=1. Product: [C:19]([O:18][C:16](=[O:17])[NH:15][CH2:14][CH2:13][CH2:12][C@H:11]([NH2:10])[CH2:23][C:24]([NH:26][CH2:27][C@@H:28]([NH:40][C:41]([O:43][C:44]([CH3:47])([CH3:46])[CH3:45])=[O:42])[CH2:29][CH2:30][CH2:31][NH:32][C:33]([O:35][C:36]([CH3:37])([CH3:38])[CH3:39])=[O:34])=[O:25])([CH3:20])([CH3:21])[CH3:22]. The catalyst class is: 63. (7) Reactant: [NH2:1][C:2]1[N:7]=[C:6]([C:8]2[O:12][N:11]=[C:10]([C:13]3[CH:18]=[CH:17][C:16]([S:19]([NH:22][C:23]4[CH:24]=[C:25]([NH:29][C:30]([C:32]5([CH3:35])[CH2:34][CH2:33]5)=[O:31])[CH:26]=[CH:27][CH:28]=4)(=[O:21])=[O:20])=[CH:15][CH:14]=3)[N:9]=2)[CH:5]=[CH:4][CH:3]=1.N1C=CC=CC=1.[CH3:42][S:43](Cl)(=[O:45])=[O:44]. Product: [CH3:35][C:32]1([C:30]([NH:29][C:25]2[CH:26]=[CH:27][CH:28]=[C:23]([NH:22][S:19]([C:16]3[CH:17]=[CH:18][C:13]([C:10]4[N:9]=[C:8]([C:6]5[CH:5]=[CH:4][CH:3]=[C:2]([NH:1][S:43]([CH3:42])(=[O:45])=[O:44])[N:7]=5)[O:12][N:11]=4)=[CH:14][CH:15]=3)(=[O:21])=[O:20])[CH:24]=2)=[O:31])[CH2:33][CH2:34]1. The catalyst class is: 1.